Dataset: Forward reaction prediction with 1.9M reactions from USPTO patents (1976-2016). Task: Predict the product of the given reaction. The product is: [F:48][C:47]([F:50])([F:49])[C:64]([OH:65])=[O:67].[CH3:57][N:54]1[CH2:55][CH2:56][N:51]([C:42]2[CH:43]=[C:44]([C:47]([F:50])([F:49])[F:48])[CH:45]=[CH:46][C:41]=2[C:16]2[CH:15]=[CH:14][CH:13]=[C:12]3[C:17]=2[CH:18]=[CH:19][C:10]([S:7]([NH:6][C:29]2[S:30][CH:31]=[CH:32][N:33]=2)(=[O:9])=[O:8])=[CH:11]3)[CH2:52][CH2:53]1. Given the reactants COC1C=C(OC)C=CC=1C[N:6]([C:29]1[S:30][CH:31]=[CH:32][N:33]=1)[S:7]([C:10]1[CH:19]=[CH:18][C:17]2[C:12](=[CH:13][CH:14]=[CH:15][C:16]=2B2OC(C)(C)C(C)(C)O2)[CH:11]=1)(=[O:9])=[O:8].Br[C:41]1[CH:46]=[CH:45][C:44]([C:47]([F:50])([F:49])[F:48])=[CH:43][C:42]=1[N:51]1[CH2:56][CH2:55][N:54]([CH3:57])[CH2:53][CH2:52]1.O1CCOCC1.[C:64](=[O:67])([O-])[O-:65].[Na+].[Na+], predict the reaction product.